Dataset: Forward reaction prediction with 1.9M reactions from USPTO patents (1976-2016). Task: Predict the product of the given reaction. (1) Given the reactants [C:1]([N:9]1[CH2:22][CH2:21][C:20]2[C:19]3[C:18](C4C=CC=CC=4)=[CH:17][CH:16]=[CH:15][C:14]=3[NH:13][C:12]=2[CH2:11][CH2:10]1)(=[O:8])[C:2]1[CH:7]=[CH:6][CH:5]=[CH:4][CH:3]=1.C(N1CCC2[C:31]3[C:32](Br)=[CH:33][CH:34]=[CH:35][C:30]=3NC=2CC1)(=O)[C:30]1[CH:35]=[CH:34][CH:33]=[CH:32][CH:31]=1.C(=O)([O-])[O-].[K+].[K+].C1(B(O)O)C=CC=CC=1, predict the reaction product. The product is: [C:1]([N:9]1[CH2:22][CH2:21][C:20]2[C:19]3[CH:18]=[C:17]([C:30]4[CH:35]=[CH:34][CH:33]=[CH:32][CH:31]=4)[CH:16]=[CH:15][C:14]=3[NH:13][C:12]=2[CH2:11][CH2:10]1)(=[O:8])[C:2]1[CH:3]=[CH:4][CH:5]=[CH:6][CH:7]=1. (2) Given the reactants [CH2:1]1[CH2:6]CC[CH2:3][CH2:2]1.[Li]CCCC.[C:12]([CH:16]=[CH:17][C:18]1[CH:23]=[CH:22][CH:21]=[CH:20][CH:19]=1)([CH3:15])([CH3:14])[CH3:13].C=CC=C, predict the reaction product. The product is: [C:12]([CH:16]=[CH:17][C:18]1[CH:19]=[CH:20][CH:21]=[CH:22][CH:23]=1)([CH3:15])([CH3:13])[CH3:14].[CH2:6]=[CH:1][CH:2]=[CH2:3].[C:12]([CH:16]=[CH:17][C:18]1[CH:19]=[CH:20][CH:21]=[CH:22][CH:23]=1)([CH3:15])([CH3:13])[CH3:14]. (3) Given the reactants [Br:1][C:2]1[C:7]([F:8])=[CH:6][CH:5]=[C:4]([NH2:9])[C:3]=1[NH2:10].CN(C=O)C.Br[CH:17]([CH3:23])[C:18](OCC)=[O:19].C([O-])(O)=O.[Na+], predict the reaction product. The product is: [Br:1][C:2]1[C:7]([F:8])=[CH:6][CH:5]=[C:4]2[C:3]=1[NH:10][C:18](=[O:19])[CH:17]([CH3:23])[NH:9]2. (4) The product is: [CH3:1][S:2]([O:5][C:6]1[CH:11]=[CH:10][CH:9]=[C:8]([C:12]2[O:13][C:16]([CH3:17])=[C:15]([CH2:14][Cl:21])[N:19]=2)[CH:7]=1)(=[O:4])=[O:3]. Given the reactants [CH3:1][S:2]([O:5][C:6]1[CH:11]=[CH:10][CH:9]=[C:8]([CH:12]=[O:13])[CH:7]=1)(=[O:4])=[O:3].[CH3:14][C:15](=[N:19]O)[C:16](=O)[CH3:17].[ClH:21].C(OCC)(=O)C, predict the reaction product. (5) Given the reactants Br[C:2]1[C:10]2[S:9][C:8]([N:11]3[CH2:16][N:15]([CH3:17])[CH2:14][N:13]([CH2:18][CH3:19])[C:12]3=[O:20])=[N:7][C:6]=2[CH:5]=[C:4]([C:21]2[CH:22]=[N:23][C:24]([C:27]([OH:30])([CH3:29])[CH3:28])=[N:25][CH:26]=2)[CH:3]=1.C([O-])(=O)C.[K+].[B:36]1(B2OCC(C)(C)CO2)[O:41]CC(C)(C)C[O:37]1, predict the reaction product. The product is: [CH2:18]([N:13]1[CH2:14][N:15]([CH3:17])[CH2:16][N:11]([C:8]2[S:9][C:10]3[C:2]([B:36]([OH:41])[OH:37])=[CH:3][C:4]([C:21]4[CH:22]=[N:23][C:24]([C:27]([OH:30])([CH3:29])[CH3:28])=[N:25][CH:26]=4)=[CH:5][C:6]=3[N:7]=2)[C:12]1=[O:20])[CH3:19].